Task: Predict the reactants needed to synthesize the given product.. Dataset: Full USPTO retrosynthesis dataset with 1.9M reactions from patents (1976-2016) (1) The reactants are: [C:1]([O:5][C:6](=[O:33])[N:7]([C:15]1[C:20]([C:21]2[O:22][C:23]([C:26]3[S:27][CH:28]=[CH:29][C:30]=3[CH3:31])=[N:24][N:25]=2)=[N:19][C:18](Br)=[CH:17][N:16]=1)C(OC(C)(C)C)=O)([CH3:4])([CH3:3])[CH3:2].CC1(C)C(C)(C)OB([C:42]2[CH:47]=[CH:46][C:45]([S:48]([CH:51]3[CH2:56][CH2:55][CH2:54][N:53]([C:57]([O:59][C:60]([CH3:63])([CH3:62])[CH3:61])=[O:58])[CH2:52]3)(=[O:50])=[O:49])=[CH:44][CH:43]=2)O1.O.C([O-])([O-])=O.[Na+].[Na+]. Given the product [C:1]([O:5][C:6]([NH:7][C:15]1[N:16]=[CH:17][C:18]([C:42]2[CH:47]=[CH:46][C:45]([S:48]([CH:51]3[CH2:56][CH2:55][CH2:54][N:53]([C:57]([O:59][C:60]([CH3:63])([CH3:62])[CH3:61])=[O:58])[CH2:52]3)(=[O:50])=[O:49])=[CH:44][CH:43]=2)=[N:19][C:20]=1[C:21]1[O:22][C:23]([C:26]2[S:27][CH:28]=[CH:29][C:30]=2[CH3:31])=[N:24][N:25]=1)=[O:33])([CH3:4])([CH3:2])[CH3:3], predict the reactants needed to synthesize it. (2) Given the product [N:1]1[CH:6]=[CH:5][CH:4]=[C:3]([CH2:7][NH:8][C:9]([C:11]2[S:15][C:14]([C:16]3[CH:20]=[CH:19][N:18]([CH2:23][C:24]4[CH:29]=[CH:28][C:27]([Cl:30])=[CH:26][C:25]=4[F:31])[N:17]=3)=[N:13][C:12]=2[CH3:21])=[O:10])[CH:2]=1, predict the reactants needed to synthesize it. The reactants are: [N:1]1[CH:6]=[CH:5][CH:4]=[C:3]([CH2:7][NH:8][C:9]([C:11]2[S:15][C:14]([C:16]3[NH:17][N:18]=[CH:19][CH:20]=3)=[N:13][C:12]=2[CH3:21])=[O:10])[CH:2]=1.Br[CH2:23][C:24]1[CH:29]=[CH:28][C:27]([Cl:30])=[CH:26][C:25]=1[F:31].